Dataset: Catalyst prediction with 721,799 reactions and 888 catalyst types from USPTO. Task: Predict which catalyst facilitates the given reaction. (1) Reactant: [CH3:1][N:2]([CH:4]=[O:5])[CH3:3].[CH3:6][N:7]([CH3:30])[C:8]1[CH:13]=[CH:12][C:11]([C:14]2[C:19]([N:20]3[CH2:26]CC(=O)N[CH2:22][CH2:21]3)=[CH:18][CH:17]=[C:16]([O:28][CH3:29])[N:15]=2)=[CH:10][CH:9]=1.[H-].[Na+].IC. Product: [CH3:30][N:7]([CH3:6])[C:8]1[CH:9]=[CH:10][C:11]([C:14]2[C:19]([N:20]3[CH2:21][CH2:22][C:4](=[O:5])[N:2]([CH3:3])[CH2:1][CH2:26]3)=[CH:18][CH:17]=[C:16]([O:28][CH3:29])[N:15]=2)=[CH:12][CH:13]=1. The catalyst class is: 6. (2) Reactant: [F:1][C:2]1[CH:7]=[CH:6][C:5]([CH:8]([C:10]2[CH:15]=[C:14]([O:16][C:17]([F:22])([F:21])[CH:18]([F:20])[F:19])[CH:13]=[C:12]([F:23])[CH:11]=2)[NH2:9])=[CH:4][C:3]=1[O:24][CH:25]([CH3:27])[CH3:26].[CH:28](OC(=O)C)=[O:29].C(OC(=O)C)(=O)C.C(O)=O. Product: [F:1][C:2]1[CH:7]=[CH:6][C:5]([CH:8]([C:10]2[CH:15]=[C:14]([O:16][C:17]([F:21])([F:22])[CH:18]([F:20])[F:19])[CH:13]=[C:12]([F:23])[CH:11]=2)[NH:9][CH:28]=[O:29])=[CH:4][C:3]=1[O:24][CH:25]([CH3:27])[CH3:26]. The catalyst class is: 2. (3) Reactant: C(OC([N:8]1[CH2:12][CH2:11][CH2:10][C@H:9]1[C:13]1[NH:14][C:15]([C:18]2[CH:23]=[CH:22][C:21]([C:24]3[CH:29]=[CH:28][C:27]([C:30]4[NH:34][C:33]([C@@H:35]5[CH:39]=[C:38]([CH2:40]C)[CH2:37][N:36]5C(OC(C)(C)C)=O)=[N:32][CH:31]=4)=[CH:26][CH:25]=3)=[CH:20][CH:19]=2)=[CH:16][N:17]=1)=O)(C)(C)C.Cl.C(C1CN[C@H](C2NC(C3C=CC(C4C=CC(C5NC([C@@H]6CCCN6)=NC=5)=CC=4)=CC=3)=CN=2)C=1)C. Product: [CH3:40][C:38]1[CH2:37][NH:36][C@H:35]([C:33]2[NH:34][C:30]([C:27]3[CH:28]=[CH:29][C:24]([C:21]4[CH:20]=[CH:19][C:18]([C:15]5[NH:14][C:13]([C@@H:9]6[CH2:10][CH2:11][CH2:12][NH:8]6)=[N:17][CH:16]=5)=[CH:23][CH:22]=4)=[CH:25][CH:26]=3)=[CH:31][N:32]=2)[CH:39]=1. The catalyst class is: 12. (4) Reactant: [CH2:1]([NH:8][CH2:9][C:10]1[CH:15]=[CH:14][CH:13]=[CH:12][CH:11]=1)[C:2]1[CH:7]=[CH:6][CH:5]=[CH:4][CH:3]=1.CS(O[CH2:21][CH2:22][CH:23]1[CH2:28][CH2:27][N:26]([C:29]([O:31][C:32]([CH3:35])([CH3:34])[CH3:33])=[O:30])[CH2:25][CH2:24]1)(=O)=O.C(N(CC)CC)C. Product: [CH2:9]([N:8]([CH2:1][C:2]1[CH:7]=[CH:6][CH:5]=[CH:4][CH:3]=1)[CH2:21][CH2:22][CH:23]1[CH2:24][CH2:25][N:26]([C:29]([O:31][C:32]([CH3:33])([CH3:35])[CH3:34])=[O:30])[CH2:27][CH2:28]1)[C:10]1[CH:15]=[CH:14][CH:13]=[CH:12][CH:11]=1. The catalyst class is: 11. (5) Reactant: C(OC([NH:8][CH2:9][C@H:10]1[CH2:15][CH2:14][C@H:13]([C:16]([NH:18][C@@H:19]([CH2:43][C:44]2[CH:49]=[CH:48][C:47]([C:50]3[CH:55]=[CH:54][C:53]([C:56](=[O:71])[NH:57][CH:58]4[CH:63]5[CH:59]4[CH2:60][N:61](C(OC(C)(C)C)=O)[CH2:62]5)=[CH:52][C:51]=3[CH3:72])=[CH:46][CH:45]=2)[C:20]([NH:22][C:23]2[CH:28]=[CH:27][C:26]([C:29]3[NH:30][C:31]([C:34]([F:42])([F:41])[C:35]([F:40])([F:39])[C:36]([OH:38])=[O:37])=[N:32][N:33]=3)=[CH:25][CH:24]=2)=[O:21])=[O:17])[CH2:12][CH2:11]1)=O)(C)(C)C.[ClH:73]. Product: [ClH:73].[NH2:8][CH2:9][C@H:10]1[CH2:15][CH2:14][C@H:13]([C:16]([NH:18][C@@H:19]([CH2:43][C:44]2[CH:49]=[CH:48][C:47]([C:50]3[CH:55]=[CH:54][C:53]([C:56](=[O:71])[NH:57][CH:58]4[CH:59]5[CH:63]4[CH2:62][NH:61][CH2:60]5)=[CH:52][C:51]=3[CH3:72])=[CH:46][CH:45]=2)[C:20]([NH:22][C:23]2[CH:28]=[CH:27][C:26]([C:29]3[NH:30][C:31]([C:34]([F:42])([F:41])[C:35]([F:39])([F:40])[C:36]([OH:38])=[O:37])=[N:32][N:33]=3)=[CH:25][CH:24]=2)=[O:21])=[O:17])[CH2:12][CH2:11]1. The catalyst class is: 12.